Dataset: Forward reaction prediction with 1.9M reactions from USPTO patents (1976-2016). Task: Predict the product of the given reaction. Given the reactants [CH3:1][Mg]Br.[F:4][C:5]1[CH:10]=[CH:9][C:8]([N:11]2[C:19]3[CH:18]=[CH:17][C:16]([C:21](=[O:30])[CH2:22][CH2:23][C:24]4[CH:29]=[CH:28][CH:27]=[CH:26][CH:25]=4)([CH3:20])[CH2:15][C:14]=3[CH:13]=[N:12]2)=[CH:7][CH:6]=1, predict the reaction product. The product is: [F:4][C:5]1[CH:10]=[CH:9][C:8]([N:11]2[C:19]3[CH:18]=[CH:17][C:16]([C:21]([OH:30])([CH2:22][CH2:23][C:24]4[CH:25]=[CH:26][CH:27]=[CH:28][CH:29]=4)[CH3:1])([CH3:20])[CH2:15][C:14]=3[CH:13]=[N:12]2)=[CH:7][CH:6]=1.